From a dataset of Forward reaction prediction with 1.9M reactions from USPTO patents (1976-2016). Predict the product of the given reaction. (1) Given the reactants I[C:2]1[C:3]([NH2:17])=[N:4][C:5](=[O:16])[N:6]([CH:15]=1)[C@@H:7]1[O:14][C@H:11]([CH2:12][OH:13])[C@@H:9]([OH:10])[CH2:8]1.C(N(CC)CC)C.[F:25][C:26]([F:34])([F:33])[C:27]([NH:29][CH2:30][C:31]#[CH:32])=[O:28].N(CO[C@@H]1[C@@H](CO)O[C@@H](N2C=C(C#CCNC(=O)C(F)(F)F)C(=O)NC2=O)C1)=[N+]=[N-].C(=O)(O)[O-], predict the reaction product. The product is: [F:25][C:26]([F:34])([F:33])[C:27]([NH:29][CH2:30][C:31]#[C:32][C:2]1[C:3]([NH2:17])=[N:4][C:5](=[O:16])[N:6]([CH:15]=1)[C@@H:7]1[O:14][C@H:11]([CH2:12][OH:13])[C@@H:9]([OH:10])[CH2:8]1)=[O:28]. (2) Given the reactants C([N:8]1[CH2:13][CH2:12][O:11][C@H:10]([CH2:14][C:15]2[CH:20]=[CH:19][C:18]([OH:21])=[C:17]([Br:22])[CH:16]=2)[CH2:9]1)(OC(C)(C)C)=O.C(=O)([O-])[O-].[K+].[K+].Br[CH2:30][CH2:31][O:32][CH3:33], predict the reaction product. The product is: [Br:22][C:17]1[CH:16]=[C:15]([CH:20]=[CH:19][C:18]=1[O:21][CH2:30][CH2:31][O:32][CH3:33])[CH2:14][C@H:10]1[O:11][CH2:12][CH2:13][NH:8][CH2:9]1. (3) Given the reactants Cl[C:2]1[CH:7]=[N:6][C:5]([C:8]([F:11])([F:10])[F:9])=[CH:4][N:3]=1.[NH2:12][C@H:13]1[CH2:17][CH2:16][CH2:15][C@@H:14]1[NH:18][C:19](=[O:25])[O:20][C:21]([CH3:24])([CH3:23])[CH3:22].CCN(C(C)C)C(C)C, predict the reaction product. The product is: [F:9][C:8]([F:11])([F:10])[C:5]1[N:6]=[CH:7][C:2]([NH:12][C@H:13]2[CH2:17][CH2:16][CH2:15][C@@H:14]2[NH:18][C:19](=[O:25])[O:20][C:21]([CH3:23])([CH3:22])[CH3:24])=[N:3][CH:4]=1. (4) The product is: [CH3:23][Si:24]([CH3:26])([CH3:25])[O:22][C:14](/[CH:15]=[CH:16]/[CH2:17][CH2:18][CH2:19][CH2:20][CH3:21])=[CH2:13]. Given the reactants C(NC(C)C)(C)C.C([Li])CCC.[CH3:13][C:14](=[O:22])/[CH:15]=[CH:16]/[CH2:17][CH2:18][CH2:19][CH2:20][CH3:21].[CH3:23][Si:24](Cl)([CH3:26])[CH3:25], predict the reaction product. (5) Given the reactants F[C:2]1[CH:7]=[CH:6][CH:5]=[CH:4][C:3]=1[S:8]([NH:11][C:12]1[C:21]([C:22]([OH:24])=[O:23])=[C:20]2[C:15]([CH:16]3[CH2:25][CH:17]3[CH2:18][O:19]2)=[CH:14][CH:13]=1)(=[O:10])=[O:9].[CH2:26]([N:28]1[CH2:31][CH:30]([CH2:32][NH2:33])[CH2:29]1)[CH3:27], predict the reaction product. The product is: [CH2:26]([N:28]1[CH2:31][CH:30]([CH2:32][NH:33][C:2]2[CH:7]=[CH:6][CH:5]=[CH:4][C:3]=2[S:8]([NH:11][C:12]2[C:21]([C:22]([OH:24])=[O:23])=[C:20]3[C:15]([CH:16]4[CH2:25][CH:17]4[CH2:18][O:19]3)=[CH:14][CH:13]=2)(=[O:10])=[O:9])[CH2:29]1)[CH3:27]. (6) Given the reactants [H-].[Na+].[CH3:3][O:4][C:5]([CH2:7]P(OC)(OC)=O)=[O:6].[CH3:14][C:15]([NH:19][C:20]1[S:21][CH:22]=[C:23]([C:25]2[CH:32]=[CH:31][C:28]([C:29]#[N:30])=[CH:27][CH:26]=2)[N:24]=1)([CH3:18])[CH:16]=O, predict the reaction product. The product is: [C:29]([C:28]1[CH:27]=[CH:26][C:25]([C:23]2[N:24]=[C:20]([NH:19][C:15]([CH3:18])([CH3:16])/[CH:14]=[CH:7]/[C:5]([O:4][CH3:3])=[O:6])[S:21][CH:22]=2)=[CH:32][CH:31]=1)#[N:30]. (7) Given the reactants C=O.S(=O)(=O)(O)O.[CH2:8]([N:11]1[C:19]2[C:14](=[CH:15][CH:16]=[CH:17][CH:18]=2)[C:13]([CH2:21][C:22]([N:24]([CH3:26])[CH3:25])=[O:23])([OH:20])[C:12]1=[O:27])[CH:9]=[CH2:10].[C:28]([O-])(=[O:30])C.[Na+], predict the reaction product. The product is: [CH2:8]([N:11]1[C:19]2[C:14](=[CH:15][C:16]([CH2:28][OH:30])=[CH:17][CH:18]=2)[C:13]([CH2:21][C:22]([N:24]([CH3:25])[CH3:26])=[O:23])([OH:20])[C:12]1=[O:27])[CH:9]=[CH2:10]. (8) Given the reactants [CH2:1]([O:8][C:9]1[C:10]([NH2:15])=[N:11][CH:12]=[CH:13][CH:14]=1)[C:2]1[CH:7]=[CH:6][CH:5]=[CH:4][CH:3]=1.[Br:16]N1C(=O)CCC1=O, predict the reaction product. The product is: [CH2:1]([O:8][C:9]1[C:10]([NH2:15])=[N:11][CH:12]=[C:13]([Br:16])[CH:14]=1)[C:2]1[CH:3]=[CH:4][CH:5]=[CH:6][CH:7]=1. (9) Given the reactants [Cl:1][C:2]1[CH:7]=[CH:6][CH:5]=[C:4]([Cl:8])[C:3]=1[C:9]1[C:13]([CH2:14]O)=[C:12]([CH:16]([CH3:18])[CH3:17])[O:11][N:10]=1.P(Br)(Br)[Br:20], predict the reaction product. The product is: [Br:20][CH2:14][C:13]1[C:9]([C:3]2[C:2]([Cl:1])=[CH:7][CH:6]=[CH:5][C:4]=2[Cl:8])=[N:10][O:11][C:12]=1[CH:16]([CH3:18])[CH3:17].